Dataset: Full USPTO retrosynthesis dataset with 1.9M reactions from patents (1976-2016). Task: Predict the reactants needed to synthesize the given product. (1) The reactants are: [OH:1][CH:2]([CH:4]1[CH2:9][CH2:8][N:7]([C:10]([O:12][CH2:13][C:14]2[CH:19]=[CH:18][CH:17]=[CH:16][CH:15]=2)=[O:11])[CH2:6][CH2:5]1)[CH3:3].CCN(CC)CC.[CH3:27][S:28](Cl)(=[O:30])=[O:29]. Given the product [CH3:27][S:28]([O:1][CH:2]([CH:4]1[CH2:5][CH2:6][N:7]([C:10]([O:12][CH2:13][C:14]2[CH:15]=[CH:16][CH:17]=[CH:18][CH:19]=2)=[O:11])[CH2:8][CH2:9]1)[CH3:3])(=[O:30])=[O:29], predict the reactants needed to synthesize it. (2) Given the product [CH:34]1([CH2:37][NH:38][C:7]([C:6]2[C:11]([NH:10][C:9]([C:12]3[N:13]([C:21]4[C:26]([Cl:27])=[CH:25][CH:24]=[CH:23][N:22]=4)[N:14]=[C:15]([C:17]([F:18])([F:20])[F:19])[CH:16]=3)=[O:8])=[C:2]([Cl:1])[CH:3]3[S:31][C:30]([S:32][CH3:33])=[N:29][CH:4]3[CH:5]=2)=[O:28])[CH2:36][CH2:35]1, predict the reactants needed to synthesize it. The reactants are: [Cl:1][C:2]1[CH:3]2[S:31][C:30]([S:32][CH3:33])=[N:29][CH:4]2[CH:5]=[C:6]2[C:11]=1[N:10]=[C:9]([C:12]1[N:13]([C:21]3[C:26]([Cl:27])=[CH:25][CH:24]=[CH:23][N:22]=3)[N:14]=[C:15]([C:17]([F:20])([F:19])[F:18])[CH:16]=1)[O:8][C:7]2=[O:28].[CH:34]1([CH2:37][NH2:38])[CH2:36][CH2:35]1.